Dataset: Reaction yield outcomes from USPTO patents with 853,638 reactions. Task: Predict the reaction yield, written as a fraction of the theoretical maximum amount of product (1.0 means a 100% yield; for example, 0.34 means a 34% yield). The reactants are [OH-].[Li+].[O:3]=[S:4]1(=[O:41])[C:10]2[CH:11]=[C:12]([O:16][CH:17]([C:23]3[CH:28]=[CH:27][CH:26]=[CH:25][CH:24]=3)[C:18]([O:20]CC)=[O:19])[C:13]([Br:15])=[CH:14][C:9]=2[N:8]([C:29]2[CH:34]=[CH:33][CH:32]=[CH:31][CH:30]=2)[CH2:7][C:6]([CH2:37][CH2:38][CH2:39][CH3:40])([CH2:35][CH3:36])[CH2:5]1. The catalyst is C1COCC1.O. The product is [O:41]=[S:4]1(=[O:3])[C:10]2[CH:11]=[C:12]([O:16][CH:17]([C:23]3[CH:28]=[CH:27][CH:26]=[CH:25][CH:24]=3)[C:18]([OH:20])=[O:19])[C:13]([Br:15])=[CH:14][C:9]=2[N:8]([C:29]2[CH:34]=[CH:33][CH:32]=[CH:31][CH:30]=2)[CH2:7][C:6]([CH2:37][CH2:38][CH2:39][CH3:40])([CH2:35][CH3:36])[CH2:5]1. The yield is 0.920.